This data is from Full USPTO retrosynthesis dataset with 1.9M reactions from patents (1976-2016). The task is: Predict the reactants needed to synthesize the given product. (1) The reactants are: Br[C:2]1[CH:3]=[C:4]([C:12]2[C:13]([O:18]C)=[N:14][CH:15]=[CH:16][CH:17]=2)[CH:5]=[C:6]([C:8]([CH3:11])([CH3:10])[CH3:9])[CH:7]=1.[Na+].[C:21]1([S:27]([O-:29])=[O:28])[CH:26]=[CH:25][CH:24]=[CH:23][CH:22]=1.C([O-])([O-])=O.[Cs+].[Cs+]. Given the product [C:21]1([S:27]([C:2]2[CH:3]=[C:4]([C:12]3[C:13](=[O:18])[NH:14][CH:15]=[CH:16][CH:17]=3)[CH:5]=[C:6]([C:8]([CH3:11])([CH3:10])[CH3:9])[CH:7]=2)(=[O:29])=[O:28])[CH:26]=[CH:25][CH:24]=[CH:23][CH:22]=1, predict the reactants needed to synthesize it. (2) Given the product [C:3]([O:7][C@H:8]([C:13]1[C:14]([CH3:40])=[N:15][C:16]2[N:17]([N:31]=[C:32]([C:34]3[CH:35]=[CH:36][CH:37]=[CH:38][CH:39]=3)[CH:33]=2)[C:18]=1[C:19]1[C:20]([CH3:30])=[C:21]2[C:26](=[C:27]([F:29])[CH:28]=1)[O:25][CH2:24][CH2:23][CH2:22]2)[C:9]([OH:11])=[O:10])([CH3:6])([CH3:5])[CH3:4], predict the reactants needed to synthesize it. The reactants are: CO.[C:3]([O:7][C@H:8]([C:13]1[C:14]([CH3:40])=[N:15][C:16]2[N:17]([N:31]=[C:32]([C:34]3[CH:39]=[CH:38][CH:37]=[CH:36][CH:35]=3)[CH:33]=2)[C:18]=1[C:19]1[C:20]([CH3:30])=[C:21]2[C:26](=[C:27]([F:29])[CH:28]=1)[O:25][CH2:24][CH2:23][CH2:22]2)[C:9]([O:11]C)=[O:10])([CH3:6])([CH3:5])[CH3:4]. (3) Given the product [CH3:1][O:2][C:3]1[CH:12]=[C:11]([NH:13][C:14]([C:16]2[S:17][C:18]([CH:24]([CH3:26])[CH3:25])=[C:19]([CH:21]([CH3:22])[CH3:23])[CH:20]=2)=[O:15])[CH:10]=[CH:9][C:4]=1[C:5]([OH:7])=[O:6], predict the reactants needed to synthesize it. The reactants are: [CH3:1][O:2][C:3]1[CH:12]=[C:11]([NH:13][C:14]([C:16]2[S:17][C:18]([CH:24]([CH3:26])[CH3:25])=[C:19]([CH:21]([CH3:23])[CH3:22])[CH:20]=2)=[O:15])[CH:10]=[CH:9][C:4]=1[C:5]([O:7]C)=[O:6]. (4) Given the product [C:24]([C:25]1[CH:31]=[CH:30][C:29]([CH3:17])=[CH:28][C:26]=1[NH:27][C:8](=[O:10])[C:7]1[C:6]([O:11][CH3:12])=[CH:5][CH:4]=[CH:3][C:2]=1[F:1])#[N:32], predict the reactants needed to synthesize it. The reactants are: [F:1][C:2]1[CH:3]=[CH:4][CH:5]=[C:6]([O:11][CH3:12])[C:7]=1[C:8]([OH:10])=O.S(Cl)(Cl)=O.[C:17]1(C)C=CC=CC=1.[C:24](#[N:32])[C:25]1[C:26](=[CH:28][CH:29]=[CH:30][CH:31]=1)[NH2:27]. (5) Given the product [CH:63]1([NH:64][C:65](=[O:66])[CH:35]([OH:61])[C@@H:36]([NH:41][C:5](=[O:6])[C@@H:4]([NH:8][C@@H:9]([C:14]2[CH:15]=[CH:16][C:17]([F:20])=[CH:18][CH:19]=2)[C:10]([F:12])([F:11])[F:13])[CH2:3][C:2]([F:1])([F:25])[CH2:21][CH:22]([CH3:24])[CH3:23])[CH2:37][CH3:38])[CH2:53][CH2:52]1, predict the reactants needed to synthesize it. The reactants are: [F:1][C:2]([F:25])([CH2:21][CH:22]([CH3:24])[CH3:23])[CH2:3][C@H:4]([NH:8][C@@H:9]([C:14]1[CH:19]=[CH:18][C:17]([F:20])=[CH:16][CH:15]=1)[C:10]([F:13])([F:12])[F:11])[C:5](O)=[O:6].CN(C(ON1N=[N:41][C:36]2[CH:37]=[CH:38]C=N[C:35]1=2)=[N+](C)C)C.F[P-](F)(F)(F)(F)F.CN1CCO[CH2:53][CH2:52]1.CC([O:61]C)(C)C.[CH3:63][N:64](C)[CH:65]=[O:66]. (6) Given the product [CH:16]([NH:18][C:2]1[C:7]([C:8]([O:10][CH2:11][CH3:12])=[O:9])=[CH:6][N:5]=[C:4]([S:13][CH3:14])[N:3]=1)([CH3:17])[CH3:15], predict the reactants needed to synthesize it. The reactants are: Cl[C:2]1[C:7]([C:8]([O:10][CH2:11][CH3:12])=[O:9])=[CH:6][N:5]=[C:4]([S:13][CH3:14])[N:3]=1.[CH3:15][CH:16]([NH2:18])[CH3:17].CCN(C(C)C)C(C)C.